From a dataset of Peptide-MHC class I binding affinity with 185,985 pairs from IEDB/IMGT. Regression. Given a peptide amino acid sequence and an MHC pseudo amino acid sequence, predict their binding affinity value. This is MHC class I binding data. (1) The MHC is HLA-A02:01 with pseudo-sequence HLA-A02:01. The binding affinity (normalized) is 0.0847. The peptide sequence is MHGHGKHIL. (2) The peptide sequence is RPQASGVAM. The binding affinity (normalized) is 0.768. The MHC is H-2-Ld with pseudo-sequence H-2-Ld.